Task: Regression. Given two drug SMILES strings and cell line genomic features, predict the synergy score measuring deviation from expected non-interaction effect.. Dataset: NCI-60 drug combinations with 297,098 pairs across 59 cell lines (1) Drug 1: CC12CCC3C(C1CCC2=O)CC(=C)C4=CC(=O)C=CC34C. Drug 2: C1=CC(=CC=C1CC(C(=O)O)N)N(CCCl)CCCl.Cl. Cell line: CCRF-CEM. Synergy scores: CSS=83.7, Synergy_ZIP=4.20, Synergy_Bliss=3.71, Synergy_Loewe=1.63, Synergy_HSA=3.20. (2) Cell line: PC-3. Drug 2: C1CCC(C(C1)N)N.C(=O)(C(=O)[O-])[O-].[Pt+4]. Drug 1: CNC(=O)C1=CC=CC=C1SC2=CC3=C(C=C2)C(=NN3)C=CC4=CC=CC=N4. Synergy scores: CSS=2.34, Synergy_ZIP=-2.48, Synergy_Bliss=-0.946, Synergy_Loewe=-3.96, Synergy_HSA=-3.16. (3) Drug 1: C1CCC(CC1)NC(=O)N(CCCl)N=O. Drug 2: C1CN(P(=O)(OC1)NCCCl)CCCl. Cell line: NCI-H322M. Synergy scores: CSS=-1.58, Synergy_ZIP=-0.434, Synergy_Bliss=-2.37, Synergy_Loewe=-5.50, Synergy_HSA=-3.35. (4) Drug 1: CC12CCC(CC1=CCC3C2CCC4(C3CC=C4C5=CN=CC=C5)C)O. Drug 2: CC1CCCC2(C(O2)CC(NC(=O)CC(C(C(=O)C(C1O)C)(C)C)O)C(=CC3=CSC(=N3)C)C)C. Cell line: OVCAR-5. Synergy scores: CSS=-0.557, Synergy_ZIP=-2.06, Synergy_Bliss=-0.583, Synergy_Loewe=-4.17, Synergy_HSA=-2.60.